From a dataset of Forward reaction prediction with 1.9M reactions from USPTO patents (1976-2016). Predict the product of the given reaction. (1) The product is: [CH:16]1([CH:12]([C:10]2[N:11]=[C:6]3[CH:5]=[CH:4][C:3]([C:2]([F:1])([F:14])[F:15])=[CH:8][N:7]3[CH:9]=2)[OH:13])[CH2:21][CH2:20][CH2:19][CH2:18][CH2:17]1. Given the reactants [F:1][C:2]([F:15])([F:14])[C:3]1[CH:4]=[CH:5][C:6]2[N:7]([CH:9]=[C:10]([CH:12]=[O:13])[N:11]=2)[CH:8]=1.[CH:16]1([Mg]Br)[CH2:21][CH2:20][CH2:19][CH2:18][CH2:17]1.[Cl-].[NH4+], predict the reaction product. (2) Given the reactants [Cr](Cl)([O-])(=O)=O.[NH+]1[CH:11]=[CH:10][CH:9]=[CH:8][CH:7]=1.C(Cl)Cl, predict the reaction product. The product is: [CH:7]1[C:11]2[C:11](=[CH:7][CH:8]=[CH:9][CH:10]=2)[CH:10]=[CH:9][CH:8]=1.